Dataset: Catalyst prediction with 721,799 reactions and 888 catalyst types from USPTO. Task: Predict which catalyst facilitates the given reaction. The catalyst class is: 10. Product: [CH2:8]1[C:9]2([CH2:12][CH2:13][CH2:14][CH2:15]2)[CH:10]=[N:11][N:7]1[C:3]([NH:4][CH2:5][CH3:6])=[N:28][S:25]([C:21]1[CH:20]=[C:19]2[C:24](=[CH:23][CH:22]=1)[NH:16][CH:17]=[CH:18]2)(=[O:27])=[O:26]. Reactant: CS[C:3]([N:7]1[N:11]=[CH:10][C:9]2([CH2:15][CH2:14][CH2:13][CH2:12]2)[CH2:8]1)=[N:4][CH2:5][CH3:6].[NH:16]1[C:24]2[C:19](=[CH:20][C:21]([S:25]([NH2:28])(=[O:27])=[O:26])=[CH:22][CH:23]=2)[CH:18]=[CH:17]1.